From a dataset of Full USPTO retrosynthesis dataset with 1.9M reactions from patents (1976-2016). Predict the reactants needed to synthesize the given product. (1) Given the product [CH3:11][O:12][C:13]([C@@H:14]([N:7]1[CH2:6][C:5]2[CH:4]=[CH:3][S:2][C:10]=2[CH2:9][CH2:8]1)[C:16]1[CH:21]=[CH:20][CH:19]=[CH:18][C:17]=1[Cl:22])=[O:23], predict the reactants needed to synthesize it. The reactants are: Cl.[S:2]1[C:10]2[CH2:9][CH2:8][NH:7][CH2:6][C:5]=2[CH:4]=[CH:3]1.[CH3:11][O:12][C:13](=[O:23])[CH:14]([C:16]1[CH:21]=[CH:20][CH:19]=[CH:18][C:17]=1[Cl:22])Br.O. (2) Given the product [CH3:8][O:9][C:10]([C:12]1[S:13][CH:14]=[C:15]([CH3:18])[C:16]=1[NH:17][CH:1]=[O:3])=[O:11], predict the reactants needed to synthesize it. The reactants are: [C:1](OC(=O)C)(=[O:3])C.[CH3:8][O:9][C:10]([C:12]1[S:13][CH:14]=[C:15]([CH3:18])[C:16]=1[NH2:17])=[O:11]. (3) Given the product [Cl:1][C:2]1[C:20]([Cl:21])=[CH:19][C:5]2[N:6]([C:9]3[S:13][C:12]([C:14]([O:16][CH3:17])=[O:15])=[C:11]([O:18][CH2:27][C:23]4[S:22][CH:26]=[CH:25][CH:24]=4)[CH:10]=3)[CH:7]=[N:8][C:4]=2[CH:3]=1, predict the reactants needed to synthesize it. The reactants are: [Cl:1][C:2]1[C:20]([Cl:21])=[CH:19][C:5]2[N:6]([C:9]3[S:13][C:12]([C:14]([O:16][CH3:17])=[O:15])=[C:11]([OH:18])[CH:10]=3)[CH:7]=[N:8][C:4]=2[CH:3]=1.[S:22]1[CH:26]=[CH:25][CH:24]=[C:23]1[CH2:27]O.N(C(OCC)=O)NC(OCC)=O. (4) Given the product [NH2:35][C:16]1[N:15]=[C:14]([C:8]([C:4]2[CH:5]=[CH:6][CH:7]=[C:2]([F:1])[CH:3]=2)([OH:10])[CH3:9])[CH:19]=[C:18]([C:20]2[C:28]3[C:23](=[N:24][CH:25]=[C:26]([C:29]4[CH:30]=[N:31][N:32]([CH3:34])[CH:33]=4)[N:27]=3)[NH:22][CH:21]=2)[N:17]=1, predict the reactants needed to synthesize it. The reactants are: [F:1][C:2]1[CH:3]=[C:4]([C:8]([C:14]2[CH:19]=[C:18]([C:20]3[C:28]4[C:23](=[N:24][CH:25]=[C:26]([C:29]5[CH:30]=[N:31][N:32]([CH3:34])[CH:33]=5)[N:27]=4)[NH:22][CH:21]=3)[N:17]=[C:16]([NH2:35])[N:15]=2)([O:10]COC)[CH3:9])[CH:5]=[CH:6][CH:7]=1.Cl. (5) Given the product [NH2:24][C:5]1[C:4]([Cl:3])=[CH:23][CH:22]=[CH:21][C:6]=1[C:7]([NH:9][C:10]1[CH:11]=[CH:12][C:13]([O:16][C:17]([F:18])([F:19])[F:20])=[CH:14][CH:15]=1)=[O:8], predict the reactants needed to synthesize it. The reactants are: [BH4-].[Na+].[Cl:3][C:4]1[C:5]([N+:24]([O-])=O)=[C:6]([CH:21]=[CH:22][CH:23]=1)[C:7]([NH:9][C:10]1[CH:15]=[CH:14][C:13]([O:16][C:17]([F:20])([F:19])[F:18])=[CH:12][CH:11]=1)=[O:8].[Cl-].[NH4+]. (6) Given the product [C:10]([C:7]1[CH:8]=[CH:9][C:4]([CH2:3][OH:2])=[CH:5][C:6]=1[C:13]([F:14])([F:15])[F:16])([CH3:12])=[CH2:11], predict the reactants needed to synthesize it. The reactants are: C[O:2][C:3](=O)[C:4]1[CH:9]=[CH:8][C:7]([C:10]([CH3:12])=[CH2:11])=[C:6]([C:13]([F:16])([F:15])[F:14])[CH:5]=1.[Cl-].[NH4+].S([O-])([O-])(=O)=O.[Mg+2]. (7) Given the product [C:1]([O:5][C:6](=[O:29])[N:7]([C:8]1[CH:13]=[C:12]([N:14]2[CH2:15][CH2:16][S:17][CH2:18][CH2:19]2)[CH:11]=[C:10]([CH2:20][S:21][C:22]2[O:23][C:24]([CH3:28])=[C:25]([CH3:27])[N:26]=2)[N:9]=1)[CH2:33][C:34]1[CH:39]=[CH:38][CH:37]=[C:36]([F:40])[N:35]=1)([CH3:4])([CH3:3])[CH3:2], predict the reactants needed to synthesize it. The reactants are: [C:1]([O:5][C:6](=[O:29])[NH:7][C:8]1[CH:13]=[C:12]([N:14]2[CH2:19][CH2:18][S:17][CH2:16][CH2:15]2)[CH:11]=[C:10]([CH2:20][S:21][C:22]2[O:23][C:24]([CH3:28])=[C:25]([CH3:27])[N:26]=2)[N:9]=1)([CH3:4])([CH3:3])[CH3:2].[H-].[Na+].Cl[CH2:33][C:34]1[CH:39]=[CH:38][CH:37]=[C:36]([F:40])[N:35]=1.[Cl-].[NH4+]. (8) Given the product [NH:1]1[C:9]2[C:4](=[CH:5][CH:6]=[CH:7][CH:8]=2)[C:3](/[CH:10]=[C:11]2\[O:12][C:13]3[C:20](/[CH:21]=[CH:22]/[CH2:23][CH:24]4[CH2:29][CH2:28][NH:27][CH2:26][CH2:25]4)=[C:19]([O:37][CH3:38])[CH:18]=[CH:17][C:14]=3[C:15]\2=[O:16])=[N:2]1, predict the reactants needed to synthesize it. The reactants are: [NH:1]1[C:9]2[C:4](=[CH:5][CH:6]=[CH:7][CH:8]=2)[C:3](/[CH:10]=[C:11]2\[O:12][C:13]3[C:20](/[CH:21]=[CH:22]/[CH2:23][CH:24]4[CH2:29][CH2:28][N:27](C(OC(C)(C)C)=O)[CH2:26][CH2:25]4)=[C:19]([O:37][CH3:38])[CH:18]=[CH:17][C:14]=3[C:15]\2=[O:16])=[N:2]1.Cl.